This data is from Full USPTO retrosynthesis dataset with 1.9M reactions from patents (1976-2016). The task is: Predict the reactants needed to synthesize the given product. (1) Given the product [F:1][C:2]1[CH:7]=[CH:6][C:5]([N:8]2[CH2:13][CH2:12][N:11]([S:14]([C:17]3[S:21][C:20]([C:22]([N:37]([CH3:38])[CH3:36])=[O:23])=[CH:19][CH:18]=3)(=[O:15])=[O:16])[C@H:10]([CH3:25])[CH2:9]2)=[C:4]([C:26]([F:29])([F:28])[F:27])[CH:3]=1, predict the reactants needed to synthesize it. The reactants are: [F:1][C:2]1[CH:7]=[CH:6][C:5]([N:8]2[CH2:13][CH2:12][N:11]([S:14]([C:17]3[S:21][C:20]([C:22](O)=[O:23])=[CH:19][CH:18]=3)(=[O:16])=[O:15])[C@H:10]([CH3:25])[CH2:9]2)=[C:4]([C:26]([F:29])([F:28])[F:27])[CH:3]=1.C(Cl)(C(Cl)=O)=O.[CH3:36][N:37](C=O)[CH3:38]. (2) The reactants are: [Cl:1][C:2]1[C:10]([Cl:11])=[C:9]2[C:5]([CH2:6][C:7]([CH2:14][CH:15]3[CH2:19][CH2:18][CH2:17]C3)([CH3:13])[C:8]2=O)=[CH:4]C=1O.[C:21](=[O:24])([O-])[O-].[K+].[K+].Br[CH2:28][C:29]1[CH:34]=[CH:33][CH:32]=[C:31]([C:35]#[N:36])[CH:30]=1.CC(C)=[O:39]. Given the product [Cl:1][C:2]1[C:10]([Cl:11])=[C:9]2[C:5]([CH2:6][C:7]([CH:14]3[CH2:15][CH2:19][CH2:18][CH2:17]3)([CH3:13])[CH2:8]2)=[CH:4][C:21]=1[O:24][C:28]([C:29]1[CH:30]=[C:31]([CH:32]=[CH:33][CH:34]=1)[C:35]#[N:36])=[O:39], predict the reactants needed to synthesize it. (3) Given the product [C:1]([C:4]1[C:22](=[O:23])[C@@:8]2([CH3:24])[C:9]3[C:15]([OH:16])=[CH:14][C:13]([O:17][CH3:18])=[C:12]([C:19]([NH:21][CH2:43][C:36]4[C:37]5[C:42](=[CH:41][CH:40]=[CH:39][CH:38]=5)[C:33]([O:32][CH2:31][C:30]5[CH:29]=[CH:28][C:27]([F:26])=[CH:46][CH:45]=5)=[CH:34][CH:35]=4)=[O:20])[C:10]=3[O:11][C:7]2=[CH:6][C:5]=1[OH:25])(=[O:3])[CH3:2], predict the reactants needed to synthesize it. The reactants are: [C:1]([C:4]1[C:22](=[O:23])[C@@:8]2([CH3:24])[C:9]3[C:15]([OH:16])=[CH:14][C:13]([O:17][CH3:18])=[C:12]([C:19]([NH2:21])=[O:20])[C:10]=3[O:11][C:7]2=[CH:6][C:5]=1[OH:25])(=[O:3])[CH3:2].[F:26][C:27]1[CH:46]=[CH:45][C:30]([CH2:31][O:32][C:33]2[C:42]3[C:37](=[CH:38][CH:39]=[CH:40][CH:41]=3)[C:36]([CH:43]=O)=[CH:35][CH:34]=2)=[CH:29][CH:28]=1.C([SiH](CC)CC)C.FC(F)(F)C(O)=O. (4) The reactants are: [CH2:1]([N:8]([CH2:27][C:28]1[CH:33]=[CH:32][CH:31]=[CH:30][CH:29]=1)[C:9]1[C:18]2[N:19]=[CH:20][N:21]([CH2:22][CH2:23][CH2:24][CH2:25]Cl)[C:17]=2[C:16]2[CH:15]=[CH:14][CH:13]=[CH:12][C:11]=2[N:10]=1)[C:2]1[CH:7]=[CH:6][CH:5]=[CH:4][CH:3]=1.[C:34]1([S-:40])[CH:39]=[CH:38][CH:37]=[CH:36][CH:35]=1.[Na+]. Given the product [CH2:1]([N:8]([CH2:27][C:28]1[CH:33]=[CH:32][CH:31]=[CH:30][CH:29]=1)[C:9]1[C:18]2[N:19]=[CH:20][N:21]([CH2:22][CH2:23][CH2:24][CH2:25][S:40][C:34]3[CH:39]=[CH:38][CH:37]=[CH:36][CH:35]=3)[C:17]=2[C:16]2[CH:15]=[CH:14][CH:13]=[CH:12][C:11]=2[N:10]=1)[C:2]1[CH:7]=[CH:6][CH:5]=[CH:4][CH:3]=1, predict the reactants needed to synthesize it. (5) Given the product [C:1]([C:5]1[CH:23]=[C:22]([Cl:24])[CH:21]=[CH:20][C:6]=1[O:7][CH:8]1[CH2:11][N:10]([C:12](=[O:19])[CH2:13][CH2:14][C:15]([OH:17])=[O:16])[CH2:9]1)([CH3:4])([CH3:2])[CH3:3], predict the reactants needed to synthesize it. The reactants are: [C:1]([C:5]1[CH:23]=[C:22]([Cl:24])[CH:21]=[CH:20][C:6]=1[O:7][CH:8]1[CH2:11][N:10]([C:12](=[O:19])[CH2:13][CH2:14][C:15]([O:17]C)=[O:16])[CH2:9]1)([CH3:4])([CH3:3])[CH3:2].[OH-].[Li+].Cl. (6) Given the product [Cl:10][C:11]1[C:12]([C:21]2[CH:22]=[N:23][C:24]([C:27]([F:29])([F:28])[F:30])=[CH:25][CH:26]=2)=[CH:13][C:14]([CH2:17][OH:18])=[N:15][CH:16]=1, predict the reactants needed to synthesize it. The reactants are: CC(C[AlH]CC(C)C)C.[Cl:10][C:11]1[C:12]([C:21]2[CH:22]=[N:23][C:24]([C:27]([F:30])([F:29])[F:28])=[CH:25][CH:26]=2)=[CH:13][C:14]([C:17](OC)=[O:18])=[N:15][CH:16]=1. (7) Given the product [Cl:45][C:41]1[CH:40]=[C:39]([C@@H:9]([C:10]2[CH:38]=[CH:37][CH:36]=[C:12]([C:13](=[O:14])[NH:15][C@@H:16]([CH2:29][CH:30]3[CH2:31][CH2:32][O:33][CH2:34][CH2:35]3)[CH2:17][NH:18][CH3:19])[CH:11]=2)[O:8][CH2:7][CH2:6][NH:5][C:3](=[O:4])[O:2][CH3:1])[CH:44]=[CH:43][CH:42]=1, predict the reactants needed to synthesize it. The reactants are: [CH3:1][O:2][C:3]([NH:5][CH2:6][CH2:7][O:8][CH:9]([C:39]1[CH:44]=[CH:43][CH:42]=[C:41]([Cl:45])[CH:40]=1)[C:10]1[CH:11]=[C:12]([CH:36]=[CH:37][CH:38]=1)[C:13]([NH:15][C@@H:16]([CH2:29][CH:30]1[CH2:35][CH2:34][O:33][CH2:32][CH2:31]1)[CH2:17][N:18](C)[C:19](=O)OCC[Si](C)(C)C)=[O:14])=[O:4].O.[F-].C([N+](CC)(CC)CC)C.